Dataset: Reaction yield outcomes from USPTO patents with 853,638 reactions. Task: Predict the reaction yield, written as a fraction of the theoretical maximum amount of product (1.0 means a 100% yield; for example, 0.34 means a 34% yield). The reactants are [CH3:1][NH:2][C:3]1[C:12]([N+:13]([O-])=O)=[CH:11][CH:10]=[CH:9][C:4]=1[C:5]([O:7][CH3:8])=[O:6]. The catalyst is O1CCCC1.[Pd]. The product is [NH2:13][C:12]1[C:3]([NH:2][CH3:1])=[C:4]([CH:9]=[CH:10][CH:11]=1)[C:5]([O:7][CH3:8])=[O:6]. The yield is 1.00.